This data is from Forward reaction prediction with 1.9M reactions from USPTO patents (1976-2016). The task is: Predict the product of the given reaction. (1) Given the reactants [NH:1]1[CH2:5][CH2:4][C@@H:3]([N:6]2[CH:10]=[C:9]([O:11][C:12]3[N:13]=[C:14]([OH:22])[C:15]4[CH:21]=[CH:20][N:19]=[CH:18][C:16]=4[N:17]=3)[CH:8]=[N:7]2)[CH2:2]1.Cl[CH2:24][CH2:25][S:26](CCCl)(=[O:28])=[O:27].CCN(C(C)C)C(C)C, predict the reaction product. The product is: [CH2:25]([S:26]([N:1]1[CH2:5][CH2:4][C@@H:3]([N:6]2[CH:10]=[C:9]([O:11][C:12]3[N:13]=[C:14]([OH:22])[C:15]4[CH:21]=[CH:20][N:19]=[CH:18][C:16]=4[N:17]=3)[CH:8]=[N:7]2)[CH2:2]1)(=[O:28])=[O:27])[CH3:24]. (2) Given the reactants [OH:1][CH2:2][CH:3]1[CH2:6][CH:5]([C:7]([O:9][CH2:10][C:11]2[CH:16]=[CH:15][CH:14]=[CH:13][CH:12]=2)=[O:8])[CH2:4]1.C1C=C[NH+]=CC=1.[O-][Cr](Cl)(=O)=O, predict the reaction product. The product is: [CH:2]([CH:3]1[CH2:6][CH:5]([C:7]([O:9][CH2:10][C:11]2[CH:12]=[CH:13][CH:14]=[CH:15][CH:16]=2)=[O:8])[CH2:4]1)=[O:1].